Dataset: Forward reaction prediction with 1.9M reactions from USPTO patents (1976-2016). Task: Predict the product of the given reaction. (1) Given the reactants [O:1]1[C:5]2[CH:6]=[CH:7][CH:8]=[CH:9][C:4]=2[N:3]=[C:2]1[S:10][CH2:11][CH2:12][CH2:13][N:14]1[CH2:19][CH2:18][N:17]([CH2:20][CH2:21][N:22]([CH2:37][CH2:38][CH2:39][CH2:40][CH2:41][CH2:42][CH3:43])[C:23]([NH:25][C:26]2[C:27]([S:35][CH3:36])=[N:28][C:29]([CH3:34])=[N:30][C:31]=2[S:32][CH3:33])=[O:24])[CH2:16][CH2:15]1.[ClH:44], predict the reaction product. The product is: [OH2:1].[ClH:44].[ClH:44].[O:1]1[C:5]2[CH:6]=[CH:7][CH:8]=[CH:9][C:4]=2[N:3]=[C:2]1[S:10][CH2:11][CH2:12][CH2:13][N:14]1[CH2:19][CH2:18][N:17]([CH2:20][CH2:21][N:22]([CH2:37][CH2:38][CH2:39][CH2:40][CH2:41][CH2:42][CH3:43])[C:23]([NH:25][C:26]2[C:27]([S:35][CH3:36])=[N:28][C:29]([CH3:34])=[N:30][C:31]=2[S:32][CH3:33])=[O:24])[CH2:16][CH2:15]1. (2) Given the reactants [CH:1]([C:3]1[NH:4][C:5]2[C:10]([C:11]=1[C:12]([O:14][CH3:15])=[O:13])=[CH:9][CH:8]=[CH:7][CH:6]=2)=[CH2:2], predict the reaction product. The product is: [CH2:1]([C:3]1[NH:4][C:5]2[C:10]([C:11]=1[C:12]([O:14][CH3:15])=[O:13])=[CH:9][CH:8]=[CH:7][CH:6]=2)[CH3:2].